From a dataset of Reaction yield outcomes from USPTO patents with 853,638 reactions. Predict the reaction yield, written as a fraction of the theoretical maximum amount of product (1.0 means a 100% yield; for example, 0.34 means a 34% yield). (1) The reactants are [Br:1][C:2]1[C:10]2[NH:9][N:8]=[CH:7][C:6]=2[C:5]2[CH2:11][O:12][C:13](=[O:21])[C@H:14]([CH2:16][C:17]([O:19]C)=[O:18])[CH2:15][C:4]=2[CH:3]=1.[OH2:22].O.[OH-].[Li+]. The catalyst is O1CCCC1.CO. The product is [Br:1][C:2]1[CH:3]=[C:4]([CH2:15][C@@H:14]([CH2:16][C:17]([OH:19])=[O:18])[C:13]([OH:12])=[O:21])[C:5]([CH2:11][OH:22])=[C:6]2[C:10]=1[NH:9][N:8]=[CH:7]2. The yield is 0.730. (2) The product is [C:1]([N:4]1[C:13]2[C:8](=[CH:9][C:10]([C:30]3[CH:29]=[N:28][N:27]([CH2:26][CH2:25][O:24][CH3:23])[CH:31]=3)=[CH:11][CH:12]=2)[C@H:7]([NH:15][C:16](=[O:21])[O:17][CH:18]([CH3:20])[CH3:19])[CH2:6][C@@H:5]1[CH3:22])(=[O:3])[CH3:2]. The catalyst is O1CCOCC1.C1C=CC([P]([Pd]([P](C2C=CC=CC=2)(C2C=CC=CC=2)C2C=CC=CC=2)([P](C2C=CC=CC=2)(C2C=CC=CC=2)C2C=CC=CC=2)[P](C2C=CC=CC=2)(C2C=CC=CC=2)C2C=CC=CC=2)(C2C=CC=CC=2)C2C=CC=CC=2)=CC=1.C1(C)C=CC=CC=1.CCO. The reactants are [C:1]([N:4]1[C:13]2[C:8](=[CH:9][C:10](Br)=[CH:11][CH:12]=2)[C@H:7]([NH:15][C:16](=[O:21])[O:17][CH:18]([CH3:20])[CH3:19])[CH2:6][C@@H:5]1[CH3:22])(=[O:3])[CH3:2].[CH3:23][O:24][CH2:25][CH2:26][N:27]1[CH:31]=[C:30](B2OC(C)(C)C(C)(C)O2)[CH:29]=[N:28]1.C([O-])([O-])=O.[K+].[K+].C(=O)=O. The yield is 0.370. (3) The reactants are [NH2:1][CH:2]1[CH2:7][CH2:6][CH:5]([NH:8][C:9]2[N:17]=[C:16]3[C:12]([N:13]=[CH:14][N:15]3[CH:18]3[CH2:22][CH2:21][CH2:20][CH2:19]3)=[C:11]([NH:23][CH2:24][C:25]3[CH:30]=[CH:29][C:28](Br)=[CH:27][CH:26]=3)[N:10]=2)[CH2:4][CH2:3]1.[F:32][C:33]1[CH:34]=[C:35](B(O)O)[CH:36]=[CH:37][CH:38]=1.C1(P(C2C=CC=CC=2)C2C=CC=CC=2)C=CC=CC=1.C(=O)([O-])[O-].[Na+].[Na+]. The catalyst is COCCOC.O. The product is [NH2:1][CH:2]1[CH2:7][CH2:6][CH:5]([NH:8][C:9]2[N:17]=[C:16]3[C:12]([N:13]=[CH:14][N:15]3[CH:18]3[CH2:22][CH2:21][CH2:20][CH2:19]3)=[C:11]([NH:23][CH2:24][C:25]3[CH:30]=[CH:29][C:28]([C:37]4[CH:36]=[CH:35][CH:34]=[C:33]([F:32])[CH:38]=4)=[CH:27][CH:26]=3)[N:10]=2)[CH2:4][CH2:3]1. The yield is 0.750. (4) The reactants are [C:1]([O:5][C:6]([N:8]1[CH2:17][CH2:16][C:15]2[C:10](=[CH:11][CH:12]=[C:13]([C:18](=[O:33])[NH:19][C:20]3[NH:24][C:23]4[CH:25]=[CH:26][CH:27]=[C:28]([C:29]([O:31]C)=[O:30])[C:22]=4[N:21]=3)[CH:14]=2)[CH2:9]1)=[O:7])([CH3:4])([CH3:3])[CH3:2].[Li+].[OH-].C1COCC1. The catalyst is CO. The product is [C:1]([O:5][C:6]([N:8]1[CH2:17][CH2:16][C:15]2[C:10](=[CH:11][CH:12]=[C:13]([C:18](=[O:33])[NH:19][C:20]3[NH:24][C:23]4[CH:25]=[CH:26][CH:27]=[C:28]([C:29]([OH:31])=[O:30])[C:22]=4[N:21]=3)[CH:14]=2)[CH2:9]1)=[O:7])([CH3:4])([CH3:2])[CH3:3]. The yield is 0.720. (5) The reactants are [Cl:1][C:2]1[N:7]=[C:6]([C:8]2[S:12][C:11]([CH:13]([CH3:15])[CH3:14])=[N:10][C:9]=2[C:16]2[CH:17]=[C:18]([NH2:22])[CH:19]=[CH:20][CH:21]=2)[CH:5]=[CH:4][N:3]=1.N1C=CC=CC=1.[F:29][C:30]1[CH:31]=[C:32]([S:36](Cl)(=[O:38])=[O:37])[CH:33]=[CH:34][CH:35]=1. The catalyst is C(Cl)Cl. The product is [Cl:1][C:2]1[N:7]=[C:6]([C:8]2[S:12][C:11]([CH:13]([CH3:15])[CH3:14])=[N:10][C:9]=2[C:16]2[CH:17]=[C:18]([NH:22][S:36]([C:32]3[CH:33]=[CH:34][CH:35]=[C:30]([F:29])[CH:31]=3)(=[O:38])=[O:37])[CH:19]=[CH:20][CH:21]=2)[CH:5]=[CH:4][N:3]=1. The yield is 0.780. (6) The reactants are [I-:1].[Na+].[CH2:3]([O:6][C:7]1[CH:8]=[C:9]([CH2:17][OH:18])[CH:10]=[CH:11][C:12]=1[O:13][CH2:14][CH2:15]Br)[C:4]#[CH:5]. The catalyst is CC(C)=O. The product is [CH2:3]([O:6][C:7]1[CH:8]=[C:9]([CH2:17][OH:18])[CH:10]=[CH:11][C:12]=1[O:13][CH2:14][CH2:15][I:1])[C:4]#[CH:5]. The yield is 0.980.